This data is from Reaction yield outcomes from USPTO patents with 853,638 reactions. The task is: Predict the reaction yield, written as a fraction of the theoretical maximum amount of product (1.0 means a 100% yield; for example, 0.34 means a 34% yield). (1) The reactants are F[C:2]1[CH:3]=[C:4]([C:34]2[C:35]([C:40]#[N:41])=[CH:36][CH:37]=[CH:38][CH:39]=2)[CH:5]=[CH:6][C:7]=1[CH2:8][C:9]1[C:10](=[O:33])[N:11]([C@H:21]2[CH2:26][CH2:25][C@H:24]([O:27][CH:28]([CH:30]3[CH2:32][O:31]3)[CH3:29])[CH2:23][CH2:22]2)[C:12]2[N:13]([N:18]=[CH:19][N:20]=2)[C:14]=1[CH2:15][CH2:16][CH3:17].CCCC[N+](CCCC)(CCCC)CCCC.[FH:59].[FH:60].[F-]. The catalyst is ClC1C=CC=CC=1. The product is [F:59][C:2]1[CH:3]=[C:4]([C:34]2[C:35]([C:40]#[N:41])=[CH:36][CH:37]=[CH:38][CH:39]=2)[CH:5]=[CH:6][C:7]=1[CH2:8][C:9]1[C:10](=[O:33])[N:11]([C@H:21]2[CH2:26][CH2:25][C@H:24]([O:27][CH:28]([CH3:29])[CH:30]([OH:31])[CH2:32][F:60])[CH2:23][CH2:22]2)[C:12]2[N:13]([N:18]=[CH:19][N:20]=2)[C:14]=1[CH2:15][CH2:16][CH3:17]. The yield is 0.510. (2) The reactants are [CH3:1][C:2]1[N:7]=[C:6]([C:8]2[CH:13]=[CH:12][N:11]=[C:10]([C:14]3[CH:19]=[CH:18][CH:17]=[C:16]([N+:20]([O-])=O)[CH:15]=3)[CH:9]=2)[CH:5]=[C:4]([C:23]2[CH:28]=[CH:27][C:26]([C:29]([F:32])([F:31])[F:30])=[CH:25][CH:24]=2)[CH:3]=1.[H][H]. The catalyst is C1COCC1.CO.[Pd]. The product is [CH3:1][C:2]1[N:7]=[C:6]([C:8]2[CH:13]=[CH:12][N:11]=[C:10]([C:14]3[CH:15]=[C:16]([NH2:20])[CH:17]=[CH:18][CH:19]=3)[CH:9]=2)[CH:5]=[C:4]([C:23]2[CH:28]=[CH:27][C:26]([C:29]([F:31])([F:30])[F:32])=[CH:25][CH:24]=2)[CH:3]=1. The yield is 0.970. (3) The reactants are [OH:1][C:2]1[C:10]([CH:11]=[O:12])=[C:9]2[C:5]([CH:6]=[N:7][NH:8]2)=[CH:4][CH:3]=1.[Cl-].Cl[CH2:15][C:16]1[C:17]([C:22]2[N:26]([CH:27]([CH3:29])[CH3:28])[N:25]=[CH:24][CH:23]=2)=[NH+:18][CH:19]=[CH:20][CH:21]=1.C(=O)([O-])[O-].[K+].[K+].C(OCC)(=O)C. The catalyst is CN(C)C=O.O. The product is [CH:27]([N:26]1[C:22]([C:17]2[C:16]([CH2:15][O:1][C:2]3[C:10]([CH:11]=[O:12])=[C:9]4[C:5]([CH:6]=[N:7][NH:8]4)=[CH:4][CH:3]=3)=[CH:21][CH:20]=[CH:19][N:18]=2)=[CH:23][CH:24]=[N:25]1)([CH3:29])[CH3:28]. The yield is 0.510. (4) The reactants are [C:1]([O:5][C:6]([N:8]1[CH2:13][CH2:12][CH:11]([NH:14][C:15]2[CH:20]=[CH:19][C:18]([CH3:21])=[CH:17][C:16]=2[NH2:22])[CH2:10][CH2:9]1)=[O:7])([CH3:4])([CH3:3])[CH3:2]. The catalyst is C(O)(=O)C. The product is [C:1]([O:5][C:6]([N:8]1[CH2:13][CH2:12][CH:11]([N:14]2[C:15]3[CH:20]=[CH:19][C:18]([CH3:21])=[CH:17][C:16]=3[N:22]=[C:6]2[O:5][CH2:1][CH3:2])[CH2:10][CH2:9]1)=[O:7])([CH3:4])([CH3:3])[CH3:2]. The yield is 0.860. (5) The product is [CH:18]1([C:16]([NH:15][C:13]2[N:14]=[C:9]3[CH:8]=[CH:7][C:6]([O:5][C:4]4[CH:21]=[CH:22][C:23]([F:24])=[C:2]([NH:1][C:31]([C:27]5[N:26]([CH3:25])[CH:30]=[CH:29][CH:28]=5)=[O:32])[CH:3]=4)=[N:11][N:10]3[CH:12]=2)=[O:17])[CH2:20][CH2:19]1. The catalyst is CN(C)C(=O)C. The yield is 0.620. The reactants are [NH2:1][C:2]1[CH:3]=[C:4]([CH:21]=[CH:22][C:23]=1[F:24])[O:5][C:6]1[CH:7]=[CH:8][C:9]2[N:10]([CH:12]=[C:13]([NH:15][C:16]([CH:18]3[CH2:20][CH2:19]3)=[O:17])[N:14]=2)[N:11]=1.[CH3:25][N:26]1[CH:30]=[CH:29][CH:28]=[C:27]1[C:31](Cl)=[O:32]. (6) The reactants are [NH2:1][C:2]1[CH:7]=[CH:6][C:5]([C:8]2[CH2:9][C@@H:10]3[N:16]([CH:17]=2)[C:15](=[O:18])[C:14]2[CH:19]=[C:20]([O:61][CH3:62])[C:21]([O:23][CH2:24][CH2:25][CH2:26][O:27][C:28]4[C:58]([O:59][CH3:60])=[CH:57][C:31]5[C:32](=[O:56])[N:33]6[CH:48]=[C:47](S(C(F)(F)F)(=O)=O)[CH2:46][C@H:34]6[C:35](=[O:45])[N:36]([CH2:37][O:38][CH2:39][CH2:40][Si:41]([CH3:44])([CH3:43])[CH3:42])[C:30]=5[CH:29]=4)=[CH:22][C:13]=2[N:12]([CH2:63][O:64][CH2:65][CH2:66][Si:67]([CH3:70])([CH3:69])[CH3:68])[C:11]3=[O:71])=[CH:4][CH:3]=1.[CH3:72][O:73][C:74]1[CH:79]=[CH:78][C:77](B(O)O)=[CH:76][CH:75]=1.C([O-])([O-])=O.[Na+].[Na+].CCOC(C)=O. The catalyst is C1(C)C=CC=CC=1.CCO.O.C1C=CC([P]([Pd]([P](C2C=CC=CC=2)(C2C=CC=CC=2)C2C=CC=CC=2)([P](C2C=CC=CC=2)(C2C=CC=CC=2)C2C=CC=CC=2)[P](C2C=CC=CC=2)(C2C=CC=CC=2)C2C=CC=CC=2)(C2C=CC=CC=2)C2C=CC=CC=2)=CC=1. The product is [NH2:1][C:2]1[CH:7]=[CH:6][C:5]([C:8]2[CH2:9][C@@H:10]3[N:16]([CH:17]=2)[C:15](=[O:18])[C:14]2[CH:19]=[C:20]([O:61][CH3:62])[C:21]([O:23][CH2:24][CH2:25][CH2:26][O:27][C:28]4[C:58]([O:59][CH3:60])=[CH:57][C:31]5[C:32](=[O:56])[N:33]6[CH:48]=[C:47]([C:77]7[CH:78]=[CH:79][C:74]([O:73][CH3:72])=[CH:75][CH:76]=7)[CH2:46][C@H:34]6[C:35](=[O:45])[N:36]([CH2:37][O:38][CH2:39][CH2:40][Si:41]([CH3:44])([CH3:43])[CH3:42])[C:30]=5[CH:29]=4)=[CH:22][C:13]=2[N:12]([CH2:63][O:64][CH2:65][CH2:66][Si:67]([CH3:70])([CH3:69])[CH3:68])[C:11]3=[O:71])=[CH:4][CH:3]=1. The yield is 0.740. (7) The reactants are [CH:1]1([NH:4][C:5](=[O:36])[NH:6][C:7]2[CH:12]=[CH:11][C:10]([C:13]3[N:14]=[C:15]([N:29]4[CH2:34][CH2:33][O:32][CH2:31][C@@H:30]4[CH3:35])[C:16]4[CH2:21][N:20](C(OC(C)(C)C)=O)[CH2:19][C:17]=4[N:18]=3)=[CH:9][CH:8]=2)[CH2:3][CH2:2]1.C(O)(C(F)(F)F)=O.CC1C=CC(S(O)(=O)=O)=CC=1. The catalyst is C(Cl)Cl.CO. The product is [CH:1]1([NH:4][C:5]([NH:6][C:7]2[CH:8]=[CH:9][C:10]([C:13]3[N:14]=[C:15]([N:29]4[CH2:34][CH2:33][O:32][CH2:31][C@@H:30]4[CH3:35])[C:16]4[CH2:21][NH:20][CH2:19][C:17]=4[N:18]=3)=[CH:11][CH:12]=2)=[O:36])[CH2:2][CH2:3]1. The yield is 0.580. (8) The reactants are [OH:1][C:2]1[CH:9]=[CH:8][C:5]([CH:6]=[O:7])=[CH:4][CH:3]=1.C(=O)([O-])[O-].[K+].[K+].Br[CH2:17][CH2:18][CH:19]=[CH2:20].O. The catalyst is CN(C=O)C. The product is [CH2:20]([O:1][C:2]1[CH:9]=[CH:8][C:5]([CH:6]=[O:7])=[CH:4][CH:3]=1)[CH2:19][CH:18]=[CH2:17]. The yield is 0.980. (9) The reactants are CI.[CH3:3][N:4]([C:14]1[CH:19]=[CH:18][CH:17]=[CH:16][CH:15]=1)[C:5]1[CH:13]=[CH:12][C:8]([C:9]([OH:11])=[O:10])=[CH:7][CH:6]=1.[C:20]([O-])([O-])=O.[K+].[K+]. The catalyst is CN(C=O)C. The product is [CH3:20][O:10][C:9](=[O:11])[C:8]1[CH:12]=[CH:13][C:5]([N:4]([CH3:3])[C:14]2[CH:19]=[CH:18][CH:17]=[CH:16][CH:15]=2)=[CH:6][CH:7]=1. The yield is 0.750.